This data is from Forward reaction prediction with 1.9M reactions from USPTO patents (1976-2016). The task is: Predict the product of the given reaction. The product is: [ClH:38].[NH:25]1[CH2:26][CH2:27][O:28][C@@H:23]([C:20]2[CH:21]=[CH:22][C:17]([NH:16][C:14]([C:12]3[CH:11]=[N:10][N:9]([C:5]4[CH:4]=[C:3]([C:2]([F:37])([F:1])[F:36])[CH:8]=[CH:7][N:6]=4)[CH:13]=3)=[O:15])=[CH:18][CH:19]=2)[CH2:24]1. Given the reactants [F:1][C:2]([F:37])([F:36])[C:3]1[CH:8]=[CH:7][N:6]=[C:5]([N:9]2[CH:13]=[C:12]([C:14]([NH:16][C:17]3[CH:22]=[CH:21][C:20]([C@@H:23]4[O:28][CH2:27][CH2:26][N:25](C(OC(C)(C)C)=O)[CH2:24]4)=[CH:19][CH:18]=3)=[O:15])[CH:11]=[N:10]2)[CH:4]=1.[ClH:38], predict the reaction product.